From a dataset of NCI-60 drug combinations with 297,098 pairs across 59 cell lines. Regression. Given two drug SMILES strings and cell line genomic features, predict the synergy score measuring deviation from expected non-interaction effect. (1) Drug 1: C1=CN(C(=O)N=C1N)C2C(C(C(O2)CO)O)O.Cl. Drug 2: C1C(C(OC1N2C=NC3=C2NC=NCC3O)CO)O. Cell line: NCI/ADR-RES. Synergy scores: CSS=50.9, Synergy_ZIP=1.65, Synergy_Bliss=4.14, Synergy_Loewe=-13.7, Synergy_HSA=4.82. (2) Drug 1: CC1=C(C=C(C=C1)NC(=O)C2=CC=C(C=C2)CN3CCN(CC3)C)NC4=NC=CC(=N4)C5=CN=CC=C5. Drug 2: C(CCl)NC(=O)N(CCCl)N=O. Cell line: SK-MEL-2. Synergy scores: CSS=10.5, Synergy_ZIP=-4.83, Synergy_Bliss=-8.10, Synergy_Loewe=-13.3, Synergy_HSA=-7.35. (3) Drug 1: C1=CC=C(C=C1)NC(=O)CCCCCCC(=O)NO. Drug 2: C(=O)(N)NO. Cell line: SF-295. Synergy scores: CSS=3.85, Synergy_ZIP=-0.514, Synergy_Bliss=0.232, Synergy_Loewe=-7.61, Synergy_HSA=-2.05. (4) Drug 1: CC1OCC2C(O1)C(C(C(O2)OC3C4COC(=O)C4C(C5=CC6=C(C=C35)OCO6)C7=CC(=C(C(=C7)OC)O)OC)O)O. Drug 2: C1=CC(=CC=C1C#N)C(C2=CC=C(C=C2)C#N)N3C=NC=N3. Cell line: SR. Synergy scores: CSS=62.1, Synergy_ZIP=-0.487, Synergy_Bliss=-0.460, Synergy_Loewe=-20.1, Synergy_HSA=0.535.